From a dataset of HIV replication inhibition screening data with 41,000+ compounds from the AIDS Antiviral Screen. Binary Classification. Given a drug SMILES string, predict its activity (active/inactive) in a high-throughput screening assay against a specified biological target. (1) The result is 0 (inactive). The drug is CC1=CCC(CC(C#CCCCC2OCCO2)O[Si](C(C)C)(C(C)C)C(C)C)C(=O)CC1. (2) The drug is COC(=O)C(=CNc1cccc(C)n1)S(=O)(=O)c1ccc(C)cc1. The result is 0 (inactive). (3) The compound is Cc1ccccc1C(C#N)C(=O)C(=O)Nc1cccc(Cl)c1. The result is 0 (inactive). (4) The molecule is COc1ccc2nc(NN=Cc3sccc3C)cc(C)c2c1. The result is 0 (inactive). (5) The compound is O=C(NCCNCCCNC(=O)c1cc(-c2ccccc2)nc2ccccc12)c1cccc(O)c1O. The result is 0 (inactive). (6) The drug is COC(=O)C(N1C(=O)c2ccccc2C1=O)C1(C)CC(Cl)=NO1. The result is 0 (inactive). (7) The drug is Clc1ccc(CN2COc3c(ccc4ccccc34)C2)cc1Cl. The result is 0 (inactive).